Task: Predict the reactants needed to synthesize the given product.. Dataset: Full USPTO retrosynthesis dataset with 1.9M reactions from patents (1976-2016) (1) Given the product [Br:21][CH:15]([C:13]1[S:14][C:10]([S:9][C:3]2[CH:4]=[CH:5][C:6]([Cl:8])=[CH:7][C:2]=2[Cl:1])=[C:11]([N+:18]([O-:20])=[O:19])[CH:12]=1)[CH3:16], predict the reactants needed to synthesize it. The reactants are: [Cl:1][C:2]1[CH:7]=[C:6]([Cl:8])[CH:5]=[CH:4][C:3]=1[S:9][C:10]1[S:14][C:13]([CH:15](O)[CH3:16])=[CH:12][C:11]=1[N+:18]([O-:20])=[O:19].[Br:21]P(Br)Br. (2) Given the product [OH:40][CH2:39][CH2:38][O:37][CH2:36][CH2:35][O:34][CH2:33][CH2:32][O:31][CH2:30][CH2:29][O:1][N:2]1[C:3](=[O:12])[C:4]2[C:5](=[CH:8][CH:9]=[CH:10][CH:11]=2)[C:6]1=[O:7], predict the reactants needed to synthesize it. The reactants are: [OH:1][N:2]1[C:6](=[O:7])[C:5]2=[CH:8][CH:9]=[CH:10][CH:11]=[C:4]2[C:3]1=[O:12].C(=O)(O)[O-].[Na+].CC1C=CC(S(O[CH2:29][CH2:30][O:31][CH2:32][CH2:33][O:34][CH2:35][CH2:36][O:37][CH2:38][CH2:39][OH:40])(=O)=O)=CC=1. (3) Given the product [CH3:1][O:2][C:3]1[CH:12]=[CH:11][C:6]([C:7]([O:9][CH3:10])=[O:8])=[C:5]([O:13][S:16]([C:15]([F:28])([F:27])[F:14])(=[O:18])=[O:17])[CH:4]=1, predict the reactants needed to synthesize it. The reactants are: [CH3:1][O:2][C:3]1[CH:4]=[C:5]([OH:13])[C:6](=[CH:11][CH:12]=1)[C:7]([O:9][CH3:10])=[O:8].[F:14][C:15]([F:28])([F:27])[S:16](O[S:16]([C:15]([F:28])([F:27])[F:14])(=[O:18])=[O:17])(=[O:18])=[O:17]. (4) Given the product [F:17][C:2]([F:1])([F:18])[C:3]1[CH:16]=[CH:15][C:6]2[CH:7]=[C:8]([C:10]([OH:12])=[O:11])[S:9][C:5]=2[CH:4]=1, predict the reactants needed to synthesize it. The reactants are: [F:1][C:2]([F:18])([F:17])[C:3]1[CH:16]=[CH:15][C:6]2[CH:7]=[C:8]([C:10]([O:12]CC)=[O:11])[S:9][C:5]=2[CH:4]=1.CO.[Li+].[OH-].O. (5) Given the product [NH2:21][C:5]1[C:6]([NH:8][C@@H:9]2[CH2:10][CH2:11][C@H:12]([C:15]([NH:17][CH:18]([CH3:20])[CH3:19])=[O:16])[CH2:13][CH2:14]2)=[CH:7][C:2]([Cl:1])=[N:3][CH:4]=1, predict the reactants needed to synthesize it. The reactants are: [Cl:1][C:2]1[CH:7]=[C:6]([NH:8][C@@H:9]2[CH2:14][CH2:13][C@H:12]([C:15]([NH:17][CH:18]([CH3:20])[CH3:19])=[O:16])[CH2:11][CH2:10]2)[C:5]([N+:21]([O-])=O)=[CH:4][N:3]=1.Cl[Sn]Cl. (6) The reactants are: [H-].[Al+3].[Li+].[H-].[H-].[H-].[F:7][C:8]1[CH:13]=[C:12]([F:14])[CH:11]=[CH:10][C:9]=1[CH2:15][C:16](O)=[O:17]. Given the product [F:7][C:8]1[CH:13]=[C:12]([F:14])[CH:11]=[CH:10][C:9]=1[CH2:15][CH2:16][OH:17], predict the reactants needed to synthesize it. (7) Given the product [CH3:11][C:12]1([CH2:18][CH:19]=[O:20])[CH2:17][CH2:16][CH2:15][CH2:14][CH2:13]1, predict the reactants needed to synthesize it. The reactants are: C(Cl)(=O)C(Cl)=O.CS(C)=O.[CH3:11][C:12]1([CH2:18][CH2:19][OH:20])[CH2:17][CH2:16][CH2:15][CH2:14][CH2:13]1.C(N(CC)CC)C.